This data is from Reaction yield outcomes from USPTO patents with 853,638 reactions. The task is: Predict the reaction yield, written as a fraction of the theoretical maximum amount of product (1.0 means a 100% yield; for example, 0.34 means a 34% yield). (1) The reactants are [NH:1]1[C:9]2[C:4](=[CH:5][CH:6]=[CH:7][CH:8]=2)[CH:3]=[C:2]1[CH:10]([CH3:16])[C:11]([O:13][CH2:14][CH3:15])=[O:12].[N+:17]([O-])([O-:19])=[O:18].[Na+]. The catalyst is S(=O)(=O)(O)O. The product is [N+:17]([C:6]1[CH:5]=[C:4]2[C:9](=[CH:8][CH:7]=1)[NH:1][C:2]([CH:10]([CH3:16])[C:11]([O:13][CH2:14][CH3:15])=[O:12])=[CH:3]2)([O-:19])=[O:18]. The yield is 0.310. (2) The reactants are [N:1]1[C:10]2[C:5](=[CH:6][CH:7]=[CH:8][CH:9]=2)[CH:4]=[N:3][CH:2]=1.OS(O)(=O)=O.C1C(=O)N([Br:23])C(=O)C1.C([O-])([O-])=O.[Na+].[Na+]. The catalyst is C(O)(C(F)(F)F)=O. The product is [Br:23][C:7]1[CH:6]=[C:5]2[C:10](=[CH:9][CH:8]=1)[N:1]=[CH:2][N:3]=[CH:4]2. The yield is 0.555.